Task: Predict which catalyst facilitates the given reaction.. Dataset: Catalyst prediction with 721,799 reactions and 888 catalyst types from USPTO (1) Reactant: C([O:3][C:4]([C:6]1[CH:7]=[N:8][N:9]([C@H:15]2[CH2:20][CH2:19][C@H:18]([OH:21])[CH2:17][CH2:16]2)[C:10]=1[C:11]([F:14])([F:13])[F:12])=[O:5])C.[OH-].[Li+].O. Product: [OH:21][C@H:18]1[CH2:19][CH2:20][C@H:15]([N:9]2[C:10]([C:11]([F:12])([F:13])[F:14])=[C:6]([C:4]([OH:5])=[O:3])[CH:7]=[N:8]2)[CH2:16][CH2:17]1. The catalyst class is: 5. (2) Reactant: CS[C:3]1[NH:7][CH:6]=[N:5][N:4]=1.[S:8]([O-:13])(O[O-])(=O)=[O:9].[K+].[K+].[CH2:16]1COCC1. Product: [CH3:16][S:8]([C:3]1[N:7]=[CH:6][NH:5][N:4]=1)(=[O:13])=[O:9]. The catalyst class is: 6.